From a dataset of Forward reaction prediction with 1.9M reactions from USPTO patents (1976-2016). Predict the product of the given reaction. (1) Given the reactants F[C:2]1[CH:10]=[CH:9][CH:8]=[C:7](F)[C:3]=1[C:4]([OH:6])=[O:5].[Li][CH:13]([CH2:15][CH3:16])[CH3:14], predict the reaction product. The product is: [CH:13]([C:2]1[CH:10]=[CH:9][CH:8]=[C:7]([CH:2]([CH2:3][CH3:4])[CH3:10])[C:3]=1[C:4]([OH:6])=[O:5])([CH2:15][CH3:16])[CH3:14]. (2) Given the reactants Cl.[NH2:2][C:3]1[C:4]2[C:14]([O:15][CH2:16][C@H:17]3[CH2:22][CH2:21][CH2:20][CH2:19][NH:18]3)=[CH:13][CH:12]=[CH:11][C:5]=2[NH:6][S:7](=[O:10])(=[O:9])[N:8]=1.C(N(CC)CC)C.[CH3:30][CH:31]([CH3:36])[CH2:32][C:33](O)=[O:34].CCN=C=NCCCN(C)C.Cl.C1C=CC2N(O)N=NC=2C=1, predict the reaction product. The product is: [NH2:2][C:3]1[C:4]2[C:14]([O:15][CH2:16][C@H:17]3[CH2:22][CH2:21][CH2:20][CH2:19][N:18]3[C:33](=[O:34])[CH2:32][CH:31]([CH3:36])[CH3:30])=[CH:13][CH:12]=[CH:11][C:5]=2[NH:6][S:7](=[O:9])(=[O:10])[N:8]=1. (3) Given the reactants [C:1]1([NH2:11])[C:10]2[C:5](=[CH:6][CH:7]=[CH:8][CH:9]=2)[CH:4]=[CH:3][CH:2]=1.CCN(C(C)C)C(C)C.[CH3:21][O:22][C:23](=[O:27])[C:24](Cl)=[O:25].C(=O)(O)[O-].[Na+], predict the reaction product. The product is: [CH3:21][O:22][C:23](=[O:27])[C:24]([NH:11][C:1]1[C:10]2[C:5](=[CH:6][CH:7]=[CH:8][CH:9]=2)[CH:4]=[CH:3][CH:2]=1)=[O:25]. (4) Given the reactants [F:1][C:2]1[C:22]([F:23])=[C:21]([O:24][CH3:25])[CH:20]=[CH:19][C:3]=1[CH2:4][CH:5]1[C:9]2=[N:10][C:11]3[CH:16]=[C:15]([F:17])[CH:14]=[CH:13][C:12]=3[N:8]2[C:7](=[O:18])[NH:6]1.FC1C(F)=C(OC)C=CC=1CC1C2=NC3C=CC(F)=CC=3N2C(=O)N1.[NH2:51][C@H:52]1[CH2:57][CH2:56][C@H:55]([OH:58])[CH2:54][CH2:53]1, predict the reaction product. The product is: [F:1][C:2]1[C:22]([F:23])=[C:21]([O:24][CH3:25])[CH:20]=[CH:19][C:3]=1[CH2:4][CH:5]([NH:6][C:7]([NH:51][C@H:52]1[CH2:57][CH2:56][C@H:55]([OH:58])[CH2:54][CH2:53]1)=[O:18])[C:9]1[NH:8][C:12]2[CH:13]=[CH:14][C:15]([F:17])=[CH:16][C:11]=2[N:10]=1. (5) Given the reactants [CH2:1]([N:4]1[C:12](=[O:13])[C:11]2[C:6](=[N:7][C:8](SC)=[N:9][CH:10]=2)[N:5]1[C:16]1[CH:21]=[CH:20][CH:19]=[C:18]([CH3:22])[N:17]=1)[CH:2]=[CH2:3].[CH3:23][O:24][CH2:25][CH2:26][N:27]1[CH2:32][CH2:31][N:30]([C:33]2[CH:39]=[CH:38][C:36]([NH2:37])=[CH:35][CH:34]=2)[CH2:29][CH2:28]1, predict the reaction product. The product is: [CH3:23][O:24][CH2:25][CH2:26][N:27]1[CH2:32][CH2:31][N:30]([C:33]2[CH:39]=[CH:38][C:36]([NH:37][C:8]3[N:7]=[C:6]4[N:5]([C:16]5[CH:21]=[CH:20][CH:19]=[C:18]([CH3:22])[N:17]=5)[N:4]([CH2:1][C:2]#[CH:3])[C:12](=[O:13])[C:11]4=[CH:10][N:9]=3)=[CH:35][CH:34]=2)[CH2:29][CH2:28]1. (6) Given the reactants [NH2:1][C:2]1[N:6]([C:7]2[CH:12]=[CH:11][C:10]([F:13])=[CH:9][CH:8]=2)[N:5]=[CH:4][C:3]=1[C:14]([NH:16][CH2:17][C:18]([CH2:24][NH:25][CH2:26][CH3:27])([OH:23])[C:19]([F:22])([F:21])[F:20])=[O:15].C(N(C(C)C)CC)(C)C.[Cl:37][C:38]1[CH:46]=[CH:45][CH:44]=[C:43]([F:47])[C:39]=1[C:40](Cl)=[O:41], predict the reaction product. The product is: [NH2:1][C:2]1[N:6]([C:7]2[CH:8]=[CH:9][C:10]([F:13])=[CH:11][CH:12]=2)[N:5]=[CH:4][C:3]=1[C:14]([NH:16][CH2:17][C:18]([CH2:24][N:25]([C:40]([C:39]1[C:43]([F:47])=[CH:44][CH:45]=[CH:46][C:38]=1[Cl:37])=[O:41])[CH2:26][CH3:27])([OH:23])[C:19]([F:22])([F:21])[F:20])=[O:15]. (7) Given the reactants [CH2:1]([C:4]1[C:5]([O:18][CH2:19][C:20]2[CH:25]=[CH:24][CH:23]=[CH:22][CH:21]=2)=[C:6]([C:10]2[C:15]([Cl:16])=[CH:14][CH:13]=[CH:12][C:11]=2[Cl:17])[CH:7]=[CH:8][CH:9]=1)[CH:2]=[CH2:3], predict the reaction product. The product is: [CH2:19]([O:18][C:5]1[C:4]([CH:1]=[CH:2][CH3:3])=[CH:9][CH:8]=[CH:7][C:6]=1[C:10]1[C:11]([Cl:17])=[CH:12][CH:13]=[CH:14][C:15]=1[Cl:16])[C:20]1[CH:21]=[CH:22][CH:23]=[CH:24][CH:25]=1.